This data is from Full USPTO retrosynthesis dataset with 1.9M reactions from patents (1976-2016). The task is: Predict the reactants needed to synthesize the given product. (1) Given the product [Br:30][C:31]1[CH:36]=[CH:35][N:34]2[C:37]([C:40]([NH:11][C:9]3[CH:8]=[CH:7][CH:6]=[C:5]4[C:10]=3[C:2]([CH3:1])=[N:3][N:4]4[CH2:12][C:13]3[CH:18]=[CH:17][CH:16]=[C:15]([CH3:19])[N:14]=3)=[O:41])=[CH:38][N:39]=[C:33]2[CH:32]=1, predict the reactants needed to synthesize it. The reactants are: [CH3:1][C:2]1[C:10]2[C:9]([NH2:11])=[CH:8][CH:7]=[CH:6][C:5]=2[N:4]([CH2:12][C:13]2[CH:18]=[CH:17][CH:16]=[C:15]([CH3:19])[N:14]=2)[N:3]=1.C[Si]([N-][Si](C)(C)C)(C)C.[Li+].[Br:30][C:31]1[CH:36]=[CH:35][N:34]2[C:37]([C:40](OC)=[O:41])=[CH:38][N:39]=[C:33]2[CH:32]=1.CO.C(Cl)Cl. (2) The reactants are: [NH2:1][C:2]1[C:3]([Cl:11])=[CH:4][C:5](Br)=[C:6]([CH:9]=1)[C:7]#[N:8].[CH3:12][CH:13]([OH:16])[CH:14]=[CH2:15].C1(N(C)C2CCCCC2)CCCCC1. Given the product [NH2:1][C:2]1[C:3]([Cl:11])=[CH:4][C:5]([CH2:15][CH2:14][C:13](=[O:16])[CH3:12])=[C:6]([CH:9]=1)[C:7]#[N:8], predict the reactants needed to synthesize it. (3) Given the product [ClH:18].[C:1]([S:5]([C:8]1[CH:9]=[C:10]2[C:15](=[CH:16][CH:17]=1)[N:14]=[CH:13][CH:12]=[C:11]2[NH:19][C:20]1[C:24]([C:25]([O:27][CH2:28][CH3:29])=[O:26])=[C:23]([CH3:30])[NH:22][N:21]=1)(=[O:7])=[O:6])([CH3:4])([CH3:3])[CH3:2], predict the reactants needed to synthesize it. The reactants are: [C:1]([S:5]([C:8]1[CH:9]=[C:10]2[C:15](=[CH:16][CH:17]=1)[N:14]=[CH:13][CH:12]=[C:11]2[Cl:18])(=[O:7])=[O:6])([CH3:4])([CH3:3])[CH3:2].[NH2:19][C:20]1[C:24]([C:25]([O:27][CH2:28][CH3:29])=[O:26])=[C:23]([CH3:30])[NH:22][N:21]=1. (4) Given the product [CH3:31][O:30][C:29]1[C:20]([NH:19][C:11]2[C:12]3[N:13]=[C:5]([C:3]([N:2]([CH3:1])[CH3:18])=[O:4])[S:6][C:7]=3[N:8]=[CH:9][N:10]=2)=[CH:21][C:22]2[S:26][C:25](=[O:27])[NH:24][C:23]=2[CH:28]=1, predict the reactants needed to synthesize it. The reactants are: [CH3:1][N:2]([CH3:18])[C:3]([C:5]1[S:6][C:7]2[N:8]=[CH:9][N:10]=[C:11](S(C)(=O)=O)[C:12]=2[N:13]=1)=[O:4].[NH2:19][C:20]1[C:29]([O:30][CH3:31])=[CH:28][C:23]2[NH:24][C:25](=[O:27])[S:26][C:22]=2[CH:21]=1. (5) Given the product [Br:11][C:12]1[CH:17]=[C:16]([Cl:18])[C:15]([O:19][CH3:20])=[CH:14][C:13]=1[CH:21]=[O:22], predict the reactants needed to synthesize it. The reactants are: C(Cl)(=O)C(Cl)=O.CS(C)=O.[Br:11][C:12]1[CH:17]=[C:16]([Cl:18])[C:15]([O:19][CH3:20])=[CH:14][C:13]=1[CH2:21][OH:22].Cl.